This data is from Catalyst prediction with 721,799 reactions and 888 catalyst types from USPTO. The task is: Predict which catalyst facilitates the given reaction. (1) Reactant: [F:1][CH:2]([F:34])[C:3]1[N:24]([S:25]([C:28]2[CH:33]=[CH:32][CH:31]=[CH:30][CH:29]=2)(=[O:27])=[O:26])[C:6]2=[N:7][CH:8]=[CH:9][C:10]([C:11]3[S:12][C:13]([S:16]([N:19]4[CH:23]=[CH:22][N:21]=C4)(=[O:18])=[O:17])=[CH:14][CH:15]=3)=[C:5]2[CH:4]=1.COS(C(F)(F)F)(=O)=O.NCCNC(=O)OC(C)(C)C. Product: [NH2:21][CH2:22][CH2:23][NH:19][S:16]([C:13]1[S:12][C:11]([C:10]2[CH:9]=[CH:8][N:7]=[C:6]3[N:24]([S:25]([C:28]4[CH:33]=[CH:32][CH:31]=[CH:30][CH:29]=4)(=[O:27])=[O:26])[C:3]([CH:2]([F:34])[F:1])=[CH:4][C:5]=23)=[CH:15][CH:14]=1)(=[O:17])=[O:18]. The catalyst class is: 7. (2) Reactant: [CH:1]([O:3][C:4](=[O:19])[O:5][CH2:6][CH:7]1[CH2:11][CH2:10][N:9](CC2C=CC=CC=2)[CH2:8]1)=[CH2:2].Cl[C:21]([O:23][CH:24]=[CH2:25])=[O:22]. Product: [CH:24]([O:23][C:21]([N:9]1[CH2:10][CH2:11][CH:7]([CH2:6][O:5][C:4]([O:3][CH:1]=[CH2:2])=[O:19])[CH2:8]1)=[O:22])=[CH2:25]. The catalyst class is: 26. (3) Reactant: [CH3:1][O:2][C:3]1[N:8]=[CH:7][C:6](B(O)O)=[CH:5][CH:4]=1.[NH2:12][C:13]1[CH:14]=[C:15]([CH:21]=[CH:22][CH:23]=1)[C:16]([O:18][CH2:19][CH3:20])=[O:17].O.O=[CH:26][C:27]([OH:29])=[O:28]. Product: [CH2:19]([O:18][C:16]([C:15]1[CH:14]=[C:13]([NH:12][CH:26]([C:6]2[CH:7]=[N:8][C:3]([O:2][CH3:1])=[CH:4][CH:5]=2)[C:27]([OH:29])=[O:28])[CH:23]=[CH:22][CH:21]=1)=[O:17])[CH3:20]. The catalyst class is: 10. (4) Reactant: [NH2:1][C:2]1[C:3]([C:12]([NH:14][CH3:15])=[O:13])=[N:4][C:5]([C:8]([NH:10][OH:11])=[NH:9])=[CH:6][N:7]=1.CN(C=O)C.CN1[C:36]2[CH:37]=[CH:38][C:39](Cl)=[CH:40][C:35]=2C([C:35]2[CH:40]=[CH:39][CH:38]=[CH:37][CH:36]=2)=NCC1=O.C1(C(Cl)=O)CCCC1. Product: [NH2:1][C:2]1[C:3]([C:12]([NH:14][CH3:15])=[O:13])=[N:4][C:5]([C:8]2[N:9]=[C:35]([CH:40]3[CH2:36][CH2:37][CH2:38][CH2:39]3)[O:11][N:10]=2)=[CH:6][N:7]=1. The catalyst class is: 1.